From a dataset of Peptide-MHC class II binding affinity with 134,281 pairs from IEDB. Regression. Given a peptide amino acid sequence and an MHC pseudo amino acid sequence, predict their binding affinity value. This is MHC class II binding data. (1) The peptide sequence is IDSSYFANVLAKKMP. The MHC is HLA-DQA10102-DQB10602 with pseudo-sequence HLA-DQA10102-DQB10602. The binding affinity (normalized) is 0.330. (2) The MHC is DRB1_0701 with pseudo-sequence DRB1_0701. The peptide sequence is AHGETVSAVAELIGD. The binding affinity (normalized) is 0.410. (3) The MHC is HLA-DPA10103-DPB10401 with pseudo-sequence HLA-DPA10103-DPB10401. The peptide sequence is SQIPISINYRTEIDK. The binding affinity (normalized) is 0.359. (4) The peptide sequence is AFKVALTAANAAPAN. The MHC is DRB1_0701 with pseudo-sequence DRB1_0701. The binding affinity (normalized) is 0.706. (5) The peptide sequence is QWHKEGSSIGKLFTQHHHHHH. The MHC is DRB1_0404 with pseudo-sequence DRB1_0404. The binding affinity (normalized) is 0.669.